From a dataset of Full USPTO retrosynthesis dataset with 1.9M reactions from patents (1976-2016). Predict the reactants needed to synthesize the given product. (1) Given the product [OH:9][C:10]1[C:18]2[S:17][C:16]([NH:19][C:20]([NH:22][CH2:23][CH3:24])=[O:21])=[N:15][C:14]=2[CH:13]=[CH:12][C:11]=1[N+:7]([O-:8])=[O:6], predict the reactants needed to synthesize it. The reactants are: F[B-](F)(F)F.[O:6]=[N+:7]=[O:8].[OH:9][C:10]1[C:18]2[S:17][C:16]([NH:19][C:20]([NH:22][CH2:23][CH3:24])=[O:21])=[N:15][C:14]=2[CH:13]=[CH:12][CH:11]=1. (2) Given the product [F:1][C:2]1[C:3]([F:25])=[C:4]2[O:9][CH2:8][C:7]3([CH2:13][CH2:12][O:11][CH2:10]3)[N:6]3[CH:14]=[C:15]([C:20]([O:22][CH2:23][CH3:24])=[O:21])[C:16](=[O:19])[C:17]([C:18]=1[N+:26]([O-:28])=[O:27])=[C:5]23, predict the reactants needed to synthesize it. The reactants are: [F:1][C:2]1[C:3]([F:25])=[C:4]2[O:9][CH2:8][C:7]3([CH2:13][CH2:12][O:11][CH2:10]3)[N:6]3[CH:14]=[C:15]([C:20]([O:22][CH2:23][CH3:24])=[O:21])[C:16](=[O:19])[C:17]([CH:18]=1)=[C:5]23.[N+:26]([O-])([O-:28])=[O:27].[K+]. (3) Given the product [CH2:21]([O:23][C:24](=[O:31])[CH2:25][N:26]([C:27]([CH3:30])([CH3:29])[CH3:28])[C:12]([C:10]1[CH:9]=[N:8][C:7]([N:15]2[CH2:18][C:17]([F:20])([F:19])[CH2:16]2)=[C:6]([O:5][CH2:4][CH:1]2[CH2:2][CH2:3]2)[N:11]=1)=[O:14])[CH3:22], predict the reactants needed to synthesize it. The reactants are: [CH:1]1([CH2:4][O:5][C:6]2[N:11]=[C:10]([C:12]([OH:14])=O)[CH:9]=[N:8][C:7]=2[N:15]2[CH2:18][C:17]([F:20])([F:19])[CH2:16]2)[CH2:3][CH2:2]1.[CH2:21]([O:23][C:24](=[O:31])[CH2:25][NH:26][C:27]([CH3:30])([CH3:29])[CH3:28])[CH3:22]. (4) Given the product [Cl:1][C:2]1[N:3]=[CH:4][C:5]2[N:9]=[C:11]([NH:10][CH2:13][C:14]([O:16][CH3:17])=[O:15])[S:12][C:6]=2[N:7]=1, predict the reactants needed to synthesize it. The reactants are: [Cl:1][C:2]1[N:7]=[C:6](Cl)[C:5]([NH2:9])=[CH:4][N:3]=1.[N:10]([CH2:13][C:14]([O:16][CH2:17]C)=[O:15])=[C:11]=[S:12]. (5) Given the product [CH3:19][O:18][C:16]1[CH:17]=[C:12]([CH:5]([C:4]2[CH:7]=[CH:8][CH:9]=[CH:10][C:3]=2[O:2][CH3:1])[OH:6])[CH:13]=[C:14]([O:20][CH3:21])[CH:15]=1, predict the reactants needed to synthesize it. The reactants are: [CH3:1][O:2][C:3]1[CH:10]=[CH:9][CH:8]=[CH:7][C:4]=1[CH:5]=[O:6].Br[C:12]1[CH:17]=[C:16]([O:18][CH3:19])[CH:15]=[C:14]([O:20][CH3:21])[CH:13]=1.C([Li])CCC.O1C2C=CC(C(C3C=C(OC)C=C(OC)C=3)O)=CC=2OCC1. (6) Given the product [Cl:1][C:2]1[CH:28]=[CH:27][CH:26]=[CH:25][C:3]=1[CH2:4][N:5]1[C:9]2[CH:10]3[CH2:21][CH:12]([C:13]4[CH:18]=[C:17]([F:19])[C:16]([C:33]#[C:32][C:30]([OH:34])([CH3:31])[CH3:29])=[CH:15][C:14]=4[C:8]=2[N:7]=[C:6]1[C:22]([NH2:24])=[O:23])[CH2:11]3, predict the reactants needed to synthesize it. The reactants are: [Cl:1][C:2]1[CH:28]=[CH:27][CH:26]=[CH:25][C:3]=1[CH2:4][N:5]1[C:9]2[CH:10]3[CH2:21][CH:12]([C:13]4[CH:18]=[C:17]([F:19])[C:16](I)=[CH:15][C:14]=4[C:8]=2[N:7]=[C:6]1[C:22]([NH2:24])=[O:23])[CH2:11]3.[CH3:29][C:30]([OH:34])([C:32]#[CH:33])[CH3:31]. (7) Given the product [Cl:27][C:25]1[CH:24]=[C:11]([CH:10]=[C:9]([N:6]2[CH2:5][CH2:4][CH:3]([NH:2][C:36]([C:30]3[NH:31][C:32]([CH3:35])=[C:33]([Cl:34])[C:29]=3[Cl:28])=[O:37])[CH2:8][CH2:7]2)[N:26]=1)[C:12]([NH:14][CH2:15][CH2:16][CH2:17][N:18]1[CH2:23][CH2:22][O:21][CH2:20][CH2:19]1)=[O:13], predict the reactants needed to synthesize it. The reactants are: Cl.[NH2:2][CH:3]1[CH2:8][CH2:7][N:6]([C:9]2[CH:10]=[C:11]([CH:24]=[C:25]([Cl:27])[N:26]=2)[C:12]([NH:14][CH2:15][CH2:16][CH2:17][N:18]2[CH2:23][CH2:22][O:21][CH2:20][CH2:19]2)=[O:13])[CH2:5][CH2:4]1.[Cl:28][C:29]1[C:33]([Cl:34])=[C:32]([CH3:35])[NH:31][C:30]=1[C:36](NC1CCN(C2C=CC=C(Cl)N=2)CC1)=[O:37]. (8) The reactants are: C([O:3][C:4]([C:6]1[C:14]2[CH2:13][CH2:12][O:11][CH2:10][C:9]=2[S:8][C:7]=1[NH:15][C:16]([C:18]12[CH2:27][CH:22]3[CH2:23][CH:24]([CH2:26][CH:20]([CH2:21]3)[CH2:19]1)[CH2:25]2)=[O:17])=[O:5])C.[OH-].[K+].Cl. Given the product [C:18]12([C:16]([NH:15][C:7]3[S:8][C:9]4[CH2:10][O:11][CH2:12][CH2:13][C:14]=4[C:6]=3[C:4]([OH:5])=[O:3])=[O:17])[CH2:27][CH:22]3[CH2:21][CH:20]([CH2:26][CH:24]([CH2:23]3)[CH2:25]1)[CH2:19]2, predict the reactants needed to synthesize it.